This data is from Full USPTO retrosynthesis dataset with 1.9M reactions from patents (1976-2016). The task is: Predict the reactants needed to synthesize the given product. (1) Given the product [OH:14][CH2:13][C:6]1[CH:5]=[CH:4][C:3]([C:1]#[N:2])=[N:8][C:7]=1[CH2:9][OH:10], predict the reactants needed to synthesize it. The reactants are: [C:1]([C:3]1[N:8]=[C:7]([C:9](OC)=[O:10])[C:6]([C:13](OC)=[O:14])=[CH:5][CH:4]=1)#[N:2].[BH4-].[Li+].C([O-])(O)=O.[Na+]. (2) Given the product [Br:20][CH2:2][C:3]1[CH:4]=[C:5]([C:14]([O:16][CH2:17][CH3:18])=[O:15])[CH:6]=[C:7]([CH:13]=1)[C:8]([O:10][CH2:11][CH3:12])=[O:9], predict the reactants needed to synthesize it. The reactants are: O[CH2:2][C:3]1[CH:4]=[C:5]([C:14]([O:16][CH2:17][CH3:18])=[O:15])[CH:6]=[C:7]([CH:13]=1)[C:8]([O:10][CH2:11][CH3:12])=[O:9].P(Br)(Br)[Br:20].C(Cl)Cl. (3) Given the product [CH:2]1([CH2:8][N:9]2[C:13]3[CH:14]=[CH:15][C:16]([NH:18][C:37]([NH:36][CH:33]([CH3:35])[CH3:34])=[O:38])=[CH:17][C:12]=3[N:11]=[C:10]2[C:19]([CH3:22])([CH3:23])[CH2:20][CH3:21])[CH2:3][CH2:4][CH2:5][CH2:6][CH2:7]1, predict the reactants needed to synthesize it. The reactants are: Cl.[CH:2]1([CH2:8][N:9]2[C:13]3[CH:14]=[CH:15][C:16]([NH2:18])=[CH:17][C:12]=3[N:11]=[C:10]2[C:19]([CH3:23])([CH3:22])[CH2:20][CH3:21])[CH2:7][CH2:6][CH2:5][CH2:4][CH2:3]1.C(N(C(C)C)CC)(C)C.[CH:33]([N:36]=[C:37]=[O:38])([CH3:35])[CH3:34]. (4) Given the product [Cl:17][C:14]1[CH:15]=[CH:16][C:11]([NH:10][C:3]2[C:2]([Cl:1])=[CH:9][C:6]([C:7]3[NH:33][N:32]=[N:31][N:8]=3)=[CH:5][N:4]=2)=[CH:12][CH:13]=1, predict the reactants needed to synthesize it. The reactants are: [Cl:1][C:2]1[C:3]([NH:10][C:11]2[CH:16]=[CH:15][C:14]([Cl:17])=[CH:13][CH:12]=2)=[N:4][CH:5]=[C:6]([CH:9]=1)[C:7]#[N:8].C([Sn]([N:31]=[N+:32]=[N-:33])(CCCC)CCCC)CCC.